Dataset: Full USPTO retrosynthesis dataset with 1.9M reactions from patents (1976-2016). Task: Predict the reactants needed to synthesize the given product. (1) Given the product [Br:37][C:3]1[CH:4]=[C:5]([N:22]2[C:34]3[CH:33]=[CH:32][CH:31]=[CH:30][C:29]=3[C:28]3[C:23]2=[CH:24][CH:25]=[CH:26][CH:27]=3)[CH:6]=[C:7]([N:9]2[C:21]3[CH:20]=[CH:19][CH:18]=[CH:17][C:16]=3[C:15]3[C:10]2=[CH:11][CH:12]=[CH:13][CH:14]=3)[CH:8]=1, predict the reactants needed to synthesize it. The reactants are: C[Si](C)(C)[C:3]1[CH:4]=[C:5]([N:22]2[C:34]3[CH:33]=[CH:32][CH:31]=[CH:30][C:29]=3[C:28]3[C:23]2=[CH:24][CH:25]=[CH:26][CH:27]=3)[CH:6]=[C:7]([N:9]2[C:21]3[CH:20]=[CH:19][CH:18]=[CH:17][C:16]=3[C:15]3[C:10]2=[CH:11][CH:12]=[CH:13][CH:14]=3)[CH:8]=1.[Br:37]N1C(=O)CCC1=O. (2) The reactants are: [C:1]([C:4]1[C:12]2[C:7](=[CH:8][CH:9]=[CH:10][CH:11]=2)[NH:6][CH:5]=1)(=[O:3])[CH3:2].[H-].[Na+].[CH3:15]I. Given the product [CH3:15][N:6]1[C:7]2[C:12](=[CH:11][CH:10]=[CH:9][CH:8]=2)[C:4]([C:1](=[O:3])[CH3:2])=[CH:5]1, predict the reactants needed to synthesize it. (3) Given the product [CH2:9]([O:8][C:6]([C:20]1[C:25]([N+:26]([O-:28])=[O:27])=[CH:24][CH:23]=[C:22]([CH3:29])[N:21]=1)=[CH2:7])[CH3:10], predict the reactants needed to synthesize it. The reactants are: C([Sn](CCCC)(CCCC)[C:6]([O:8][CH2:9][CH3:10])=[CH2:7])CCC.Cl[C:20]1[C:25]([N+:26]([O-:28])=[O:27])=[CH:24][CH:23]=[C:22]([CH3:29])[N:21]=1. (4) Given the product [Br:9][C:10]1[C:11]2[O:32][CH2:2][CH:16]([NH:17][C:18]3[CH:31]=[CH:30][C:21]4[C@H:22]([CH2:25][C:26]([O:28][CH3:29])=[O:27])[CH2:23][O:24][C:20]=4[CH:19]=3)[C:12]=2[CH:13]=[CH:14][CH:15]=1, predict the reactants needed to synthesize it. The reactants are: [I-].[CH3:2][S+](C)(C)=O.[H-].[Na+].[Br:9][C:10]1[C:11]([OH:32])=[C:12]([CH:16]=[N:17][C:18]2[CH:31]=[CH:30][C:21]3[C@H:22]([CH2:25][C:26]([O:28][CH3:29])=[O:27])[CH2:23][O:24][C:20]=3[CH:19]=2)[CH:13]=[CH:14][CH:15]=1.[Cl-].[NH4+]. (5) Given the product [Cl:8][C:6]1[N:5]=[C:4]([C:9]2[CH:14]=[CH:13][CH:12]=[C:11]([C:15]([F:18])([F:17])[F:16])[N:10]=2)[N:3]=[C:2]([NH:25][C@@H:23]([CH:20]2[CH2:22][CH2:21]2)[CH3:24])[N:7]=1, predict the reactants needed to synthesize it. The reactants are: Cl[C:2]1[N:7]=[C:6]([Cl:8])[N:5]=[C:4]([C:9]2[CH:14]=[CH:13][CH:12]=[C:11]([C:15]([F:18])([F:17])[F:16])[N:10]=2)[N:3]=1.Cl.[CH:20]1([C@H:23]([NH2:25])[CH3:24])[CH2:22][CH2:21]1.[F-].[Cs+].CCN(C(C)C)C(C)C. (6) Given the product [CH3:27][N:28]1[C:32]2[CH:33]=[CH:34][CH:35]=[CH:36][C:31]=2[N:30]=[C:29]1[CH2:37][N:11]([CH:9]1[C:10]2[N:1]=[CH:2][CH:3]=[CH:4][C:5]=2[CH2:6][CH2:7][CH2:8]1)[CH2:12][CH2:13][CH2:14][CH2:15][N:16]1[C:24](=[O:25])[C:23]2[C:18](=[CH:19][CH:20]=[CH:21][CH:22]=2)[C:17]1=[O:26], predict the reactants needed to synthesize it. The reactants are: [N:1]1[C:10]2[CH:9]([NH:11][CH2:12][CH2:13][CH2:14][CH2:15][N:16]3[C:24](=[O:25])[C:23]4[C:18](=[CH:19][CH:20]=[CH:21][CH:22]=4)[C:17]3=[O:26])[CH2:8][CH2:7][CH2:6][C:5]=2[CH:4]=[CH:3][CH:2]=1.[CH3:27][N:28]1[C:32]2[CH:33]=[CH:34][CH:35]=[CH:36][C:31]=2[N:30]=[C:29]1[CH:37]=O.[BH-](OC(C)=O)(OC(C)=O)OC(C)=O.[Na+].